From a dataset of Reaction yield outcomes from USPTO patents with 853,638 reactions. Predict the reaction yield, written as a fraction of the theoretical maximum amount of product (1.0 means a 100% yield; for example, 0.34 means a 34% yield). (1) The reactants are I[C:2]1[CH:7]=[CH:6][N:5]=[C:4]([N:8]2[C:12]3[CH2:13][CH2:14][CH2:15][C:11]=3[C:10]([C:16]([NH2:18])=[O:17])=[N:9]2)[CH:3]=1.[C:19]([C@:21]1([OH:28])[CH2:25][CH2:24][N:23]([CH3:26])[C:22]1=[O:27])#[CH:20]. No catalyst specified. The product is [OH:28][C@@:21]1([C:19]#[C:20][C:2]2[CH:7]=[CH:6][N:5]=[C:4]([N:8]3[C:12]4[CH2:13][CH2:14][CH2:15][C:11]=4[C:10]([C:16]([NH2:18])=[O:17])=[N:9]3)[CH:3]=2)[CH2:25][CH2:24][N:23]([CH3:26])[C:22]1=[O:27]. The yield is 0.110. (2) The reactants are [CH3:1][O:2][CH2:3][CH2:4][O:5][CH2:6][CH2:7][O:8][CH2:9][CH2:10][C:11]1[CH:16]=[CH:15][C:14]([N+:17]([O-])=O)=[CH:13][CH:12]=1. The catalyst is C(O)C.[Pd]. The product is [CH3:1][O:2][CH2:3][CH2:4][O:5][CH2:6][CH2:7][O:8][CH2:9][CH2:10][C:11]1[CH:16]=[CH:15][C:14]([NH2:17])=[CH:13][CH:12]=1. The yield is 0.980. (3) The product is [CH3:1][C:2]1([CH3:28])[CH2:6][C:5]2[C:7]([CH3:27])=[C:8]([N:13]3[CH2:18][CH2:17][N:16]([C:19]4[CH:20]=[CH:21][C:22]([CH2:23][NH2:24])=[CH:25][CH:26]=4)[CH2:15][CH2:14]3)[C:9]([CH3:12])=[C:10]([CH3:11])[C:4]=2[O:3]1. The catalyst is C1COCC1. The yield is 0.660. The reactants are [CH3:1][C:2]1([CH3:28])[CH2:6][C:5]2[C:7]([CH3:27])=[C:8]([N:13]3[CH2:18][CH2:17][N:16]([C:19]4[CH:26]=[CH:25][C:22]([C:23]#[N:24])=[CH:21][CH:20]=4)[CH2:15][CH2:14]3)[C:9]([CH3:12])=[C:10]([CH3:11])[C:4]=2[O:3]1.[H-].[Al+3].[Li+].[H-].[H-].[H-].S([O-])([O-])(=O)=O.[Na+].[Na+]. (4) The reactants are [Cl:1][C:2]1[N:10]=[CH:9][CH:8]=[CH:7][C:3]=1[C:4]([OH:6])=O.[O:11]([C:18]1[S:22][C:21]([CH2:23][NH2:24])=[CH:20][CH:19]=1)[C:12]1[CH:17]=[CH:16][CH:15]=[CH:14][CH:13]=1.F[P-](F)(F)(F)(F)F.N1(O[P+](N(C)C)(N(C)C)N(C)C)C2C=CC=CC=2N=N1.C(N(CC)CC)C. The catalyst is CN(C)C=O.O. The product is [Cl:1][C:2]1[N:10]=[CH:9][CH:8]=[CH:7][C:3]=1[C:4]([NH:24][CH2:23][C:21]1[S:22][C:18]([O:11][C:12]2[CH:13]=[CH:14][CH:15]=[CH:16][CH:17]=2)=[CH:19][CH:20]=1)=[O:6]. The yield is 0.460.